Task: Predict the reactants needed to synthesize the given product.. Dataset: Full USPTO retrosynthesis dataset with 1.9M reactions from patents (1976-2016) (1) Given the product [F:27][C:28]1[CH:36]=[C:35]([C:2]2[N:7]3[CH:8]=[CH:9][N:10]=[C:6]3[C:5]([NH:11][C:12]3[CH:17]=[CH:16][C:15]([O:18][CH2:19][CH:20]4[CH2:25][CH2:24][N:23]([CH3:26])[CH2:22][CH2:21]4)=[CH:14][CH:13]=3)=[N:4][CH:3]=2)[CH:34]=[CH:33][C:29]=1[C:30]([NH2:32])=[O:31], predict the reactants needed to synthesize it. The reactants are: Br[C:2]1[N:7]2[CH:8]=[CH:9][N:10]=[C:6]2[C:5]([NH:11][C:12]2[CH:17]=[CH:16][C:15]([O:18][CH2:19][CH:20]3[CH2:25][CH2:24][N:23]([CH3:26])[CH2:22][CH2:21]3)=[CH:14][CH:13]=2)=[N:4][CH:3]=1.[F:27][C:28]1[CH:36]=[C:35](B2OC(C)(C)C(C)(C)O2)[CH:34]=[CH:33][C:29]=1[C:30]([NH2:32])=[O:31].C([O-])([O-])=O.[Na+].[Na+]. (2) Given the product [CH2:46]([N:53]1[CH2:58][CH2:57][N:56]([C:23]2[CH:22]=[CH:21][C:20]([NH:19][C:14]3[N:13]=[C:12]([NH:11][C:5]4[CH:6]=[CH:7][C:8]5[O:9][CH2:10][CH2:1][O:2][C:3]=5[CH:4]=4)[C:17]([F:18])=[CH:16][N:15]=3)=[CH:25][CH:24]=2)[CH2:55][CH2:54]1)[C:47]1[CH:48]=[CH:49][CH:50]=[CH:51][CH:52]=1, predict the reactants needed to synthesize it. The reactants are: [CH2:1]1[CH2:10][O:9][C:8]2[CH:7]=[CH:6][C:5]([NH:11][C:12]3[C:17]([F:18])=[CH:16][N:15]=[C:14]([NH:19][C:20]4[CH:25]=[CH:24][CH:23]=[C:22](O)[CH:21]=4)[N:13]=3)=[CH:4][C:3]=2[O:2]1.ClC1N=C(NC2C=CC3OCCOC=3C=2)C(F)=CN=1.[CH2:46]([N:53]1[CH2:58][CH2:57][N:56](C2C=CC(N)=CC=2)[CH2:55][CH2:54]1)[C:47]1[CH:52]=[CH:51][CH:50]=[CH:49][CH:48]=1. (3) Given the product [Cl:1][C:2]1[CH:11]=[C:10]([CH:12]([NH2:35])[CH3:13])[C:9]([N:15]2[CH2:20][CH2:19][N:18]([C:21]([C:23]3[CH:24]=[N:25][CH:26]=[CH:27][CH:28]=3)=[O:22])[CH2:17][CH2:16]2)=[C:8]2[C:3]=1[CH:4]=[CH:5][CH:6]=[N:7]2, predict the reactants needed to synthesize it. The reactants are: [Cl:1][C:2]1[CH:11]=[C:10]([C:12](=O)[CH3:13])[C:9]([N:15]2[CH2:20][CH2:19][N:18]([C:21]([C:23]3[CH:24]=[N:25][CH:26]=[CH:27][CH:28]=3)=[O:22])[CH2:17][CH2:16]2)=[C:8]2[C:3]=1[CH:4]=[CH:5][CH:6]=[N:7]2.C([O-])(=O)C.[NH4+].C([BH3-])#[N:35].[Na+].O1CCCC1. (4) Given the product [C:1]([O:5][C:6](=[O:27])[C:7]([S:10][C:11]1[S:12][CH:13]=[C:14]([CH2:16][CH2:17][NH:19][C:20]2[CH:25]=[CH:24][C:23]([Br:26])=[CH:22][N:21]=2)[N:15]=1)([CH3:9])[CH3:8])([CH3:2])([CH3:3])[CH3:4], predict the reactants needed to synthesize it. The reactants are: [C:1]([O:5][C:6](=[O:27])[C:7]([S:10][C:11]1[S:12][CH:13]=[C:14]([CH2:16][C:17]([NH:19][C:20]2[CH:25]=[CH:24][C:23]([Br:26])=[CH:22][N:21]=2)=O)[N:15]=1)([CH3:9])[CH3:8])([CH3:4])([CH3:3])[CH3:2].CO. (5) Given the product [CH3:1][O:3][C:4]([C:6]1[N:7]=[C:8]([NH:11][C:12](=[O:27])[CH:13]([C:20]2[CH:21]=[CH:22][C:23]([Cl:26])=[CH:24][CH:25]=2)[CH2:14][CH:15]2[CH2:16][CH2:17][CH2:18][CH2:19]2)[S:9][CH:10]=1)=[O:5], predict the reactants needed to synthesize it. The reactants are: [CH2:1]([O:3][C:4]([C:6]1[N:7]=[C:8]([NH:11][C:12](=[O:27])[CH:13]([C:20]2[CH:25]=[CH:24][C:23]([Cl:26])=[CH:22][CH:21]=2)[CH2:14][CH:15]2[CH2:19][CH2:18][CH2:17][CH2:16]2)[S:9][CH:10]=1)=[O:5])C.S(=O)(=O)(O)O. (6) Given the product [Cl:33][CH2:2][C:3]1[CH:28]=[CH:27][C:6]([O:7][CH2:8][C:9]2[N:10]=[C:11]([C:15]3[CH:20]=[CH:19][C:18]([CH2:21][C:22]([O:24][CH2:25][CH3:26])=[O:23])=[CH:17][CH:16]=3)[O:12][C:13]=2[CH3:14])=[C:5]([O:29][CH3:30])[CH:4]=1, predict the reactants needed to synthesize it. The reactants are: O[CH2:2][C:3]1[CH:28]=[CH:27][C:6]([O:7][CH2:8][C:9]2[N:10]=[C:11]([C:15]3[CH:20]=[CH:19][C:18]([CH2:21][C:22]([O:24][CH2:25][CH3:26])=[O:23])=[CH:17][CH:16]=3)[O:12][C:13]=2[CH3:14])=[C:5]([O:29][CH3:30])[CH:4]=1.S(Cl)([Cl:33])=O.C(=O)([O-])O.[Na+].